This data is from Reaction yield outcomes from USPTO patents with 853,638 reactions. The task is: Predict the reaction yield, written as a fraction of the theoretical maximum amount of product (1.0 means a 100% yield; for example, 0.34 means a 34% yield). (1) The reactants are [131I][131I].[CH3:3][C:4]1[C:5]([C:9]([O:11][CH2:12][CH3:13])=[O:10])=[N:6][NH:7][N:8]=1.[CH3:14][O:15][CH2:16][CH2:17]Br. No catalyst specified. The product is [CH3:14][O:15][CH2:16][CH2:17][N:7]1[N:6]=[C:5]([C:9]([O:11][CH2:12][CH3:13])=[O:10])[C:4]([CH3:3])=[N:8]1. The yield is 0.540. (2) The reactants are [NH2:1][C:2]1[CH:3]=[C:4]2[C:9](=[CH:10][C:11]=1[NH:12][CH2:13][CH3:14])[N:8]=[CH:7][N:6]=[C:5]2[N:15]1[CH2:20][CH2:19][N:18]([C:21](=[S:30])[NH:22][CH2:23][C:24]2[CH:29]=[CH:28][CH:27]=[CH:26][CH:25]=2)[CH2:17][CH2:16]1.N1C=CC=C[CH:32]=1.C(Cl)(=O)C(Cl)=O.[Cl-].[Na+]. The catalyst is CN(C)C=O.O. The product is [CH2:23]([NH:22][C:21]([N:18]1[CH2:19][CH2:20][N:15]([C:5]2[C:4]3[CH:3]=[C:2]4[N:1]=[CH:32][N:12]([CH2:13][CH3:14])[C:11]4=[CH:10][C:9]=3[N:8]=[CH:7][N:6]=2)[CH2:16][CH2:17]1)=[S:30])[C:24]1[CH:29]=[CH:28][CH:27]=[CH:26][CH:25]=1. The yield is 0.550. (3) The reactants are Cl.Cl.[NH2:3][CH2:4][C@@:5]1([OH:13])[CH:10]2[CH2:11][CH2:12][N:7]([CH2:8][CH2:9]2)[CH2:6]1.C([O-])([O-])=O.[Cs+].[Cs+].[N:20]([C:23]1[CH:28]=[C:27]([O:29][C:30]2[CH:35]=[CH:34][CH:33]=[CH:32][CH:31]=2)[N:26]=[CH:25][N:24]=1)=[C:21]=S.C(N=C=NC(C)C)(C)C. The catalyst is CN(C)C=O. The product is [O:29]([C:27]1[N:26]=[CH:25][N:24]=[C:23]([NH:20][C:21]2[O:13][C@:5]3([CH2:4][N:3]=2)[CH:10]2[CH2:9][CH2:8][N:7]([CH2:12][CH2:11]2)[CH2:6]3)[CH:28]=1)[C:30]1[CH:31]=[CH:32][CH:33]=[CH:34][CH:35]=1. The yield is 0.482. (4) The reactants are ClC1C=CC=C(C(OO)=[O:9])C=1.ClCCl.[CH:15]([C:19]1[C:20]([Cl:31])=[N:21][C:22]([S:29][CH3:30])=[N:23][C:24]=1[C:25]([F:28])([F:27])[F:26])([CH2:17][CH3:18])[CH3:16].[OH2:32]. No catalyst specified. The product is [CH:15]([C:19]1[C:20]([Cl:31])=[N:21][C:22]([S:29]([CH3:30])(=[O:9])=[O:32])=[N:23][C:24]=1[C:25]([F:26])([F:28])[F:27])([CH2:17][CH3:18])[CH3:16]. The yield is 0.540. (5) The reactants are [C:1]1([CH3:10])[CH:6]=[CH:5][C:4]([S:7]([NH2:9])=[O:8])=[CH:3][CH:2]=1.[CH:11](=O)[CH2:12][CH:13]([CH3:15])[CH3:14]. The catalyst is C(Cl)Cl. The product is [CH3:10][C:1]1[CH:6]=[CH:5][C:4]([S:7](/[N:9]=[CH:11]/[CH2:12][CH:13]([CH3:15])[CH3:14])=[O:8])=[CH:3][CH:2]=1. The yield is 0.880. (6) The reactants are C1(P(C2C=CC=CC=2)C2C=CC=CC=2)C=CC=CC=1.BrN1C(=O)CCC1=O.[CH:28]1([CH2:33][CH:34]([C:38]2[CH:43]=[CH:42][C:41]([S:44]([C:47]([F:50])([F:49])[F:48])(=[O:46])=[O:45])=[CH:40][CH:39]=2)[C:35](O)=[O:36])[CH2:32][CH2:31][CH2:30][CH2:29]1.[NH2:51][C:52]1[CH:57]=[CH:56][C:55]([Br:58])=[CH:54][N:53]=1. The catalyst is C(Cl)Cl. The product is [Br:58][C:55]1[CH:56]=[CH:57][C:52]([NH:51][C:35](=[O:36])[CH:34]([C:38]2[CH:39]=[CH:40][C:41]([S:44]([C:47]([F:49])([F:50])[F:48])(=[O:46])=[O:45])=[CH:42][CH:43]=2)[CH2:33][CH:28]2[CH2:29][CH2:30][CH2:31][CH2:32]2)=[N:53][CH:54]=1. The yield is 0.630. (7) The product is [I:1][C:2]1[C:3]2[N:16]([CH3:20])[CH:15]=[CH:14][C:4]=2[C:5]2[C:10]([CH:11]=1)=[N:9][C:8]([NH2:12])=[N:7][C:6]=2[NH2:13]. The catalyst is O1CCCC1.[Br-].C([N+](CCCC)(CCCC)CCCC)CCC. The yield is 0.955. The reactants are [I:1][C:2]1[C:3]2[NH:16][CH:15]=[CH:14][C:4]=2[C:5]2[C:10]([CH:11]=1)=[N:9][C:8]([NH2:12])=[N:7][C:6]=2[NH2:13].[OH-].[Na+].I[CH3:20]. (8) The reactants are [Cl:1][C:2]1[C:7]([CH2:8]O)=[CH:6][CH:5]=[CH:4][N:3]=1.C1C=CC(P([N:24]=[N+:25]=[N-:26])(C2C=CC=CC=2)=O)=CC=1.C1CCN2C(=NCCC2)CC1.CCOC(C)=O. The yield is 0.770. The product is [N:24]([CH2:8][C:7]1[C:2]([Cl:1])=[N:3][CH:4]=[CH:5][CH:6]=1)=[N+:25]=[N-:26]. The catalyst is C1(C)C=CC=CC=1.Cl.CCOCC. (9) The reactants are [O:1]1[C:5]2[CH:6]=[CH:7][C:8]([C:10]3([C:13]([NH:15][C:16]4[CH:17]=[CH:18][C:19]([CH2:33][C:34]#[N:35])=[C:20]([C:22]5[CH:27]=[CH:26][C:25]([C:28]([N:30]([CH3:32])[CH3:31])=[O:29])=[CH:24][CH:23]=5)[CH:21]=4)=[O:14])[CH2:12][CH2:11]3)=[CH:9][C:4]=2[O:3][CH2:2]1.[N-:36]=[N+:37]=[N-:38].[Na+].[Cl-].[NH4+]. The catalyst is CN(C)C=O. The product is [NH:36]1[C:34]([CH2:33][C:19]2[CH:18]=[CH:17][C:16]([NH:15][C:13]([C:10]3([C:8]4[CH:7]=[CH:6][C:5]5[O:1][CH2:2][O:3][C:4]=5[CH:9]=4)[CH2:11][CH2:12]3)=[O:14])=[CH:21][C:20]=2[C:22]2[CH:27]=[CH:26][C:25]([C:28]([N:30]([CH3:32])[CH3:31])=[O:29])=[CH:24][CH:23]=2)=[N:35][N:38]=[N:37]1. The yield is 0.260.